Predict the product of the given reaction. From a dataset of Forward reaction prediction with 1.9M reactions from USPTO patents (1976-2016). (1) Given the reactants [C:1]([O:5][C:6]([N:8]1[CH2:13][C@H:12]([CH2:14]O)[N:11]([CH2:16][C:17]([N:19]2[C:27]3[CH:26]=[C:25]([C:28]([F:36])([F:35])[C:29]4[CH:34]=[CH:33][CH:32]=[CH:31][CH:30]=4)[N:24]=[CH:23][C:22]=3[C:21]([CH3:38])([CH3:37])[CH2:20]2)=[O:18])[CH2:10][C@H:9]1[CH3:39])=[O:7])([CH3:4])([CH3:3])[CH3:2].CS([Cl:44])(=O)=O, predict the reaction product. The product is: [C:1]([O:5][C:6]([N:8]1[CH2:13][C@H:12]([CH2:14][Cl:44])[N:11]([CH2:16][C:17]([N:19]2[C:27]3[CH:26]=[C:25]([C:28]([F:36])([F:35])[C:29]4[CH:34]=[CH:33][CH:32]=[CH:31][CH:30]=4)[N:24]=[CH:23][C:22]=3[C:21]([CH3:38])([CH3:37])[CH2:20]2)=[O:18])[CH2:10][C@H:9]1[CH3:39])=[O:7])([CH3:4])([CH3:3])[CH3:2]. (2) Given the reactants C([O:8][CH2:9][CH2:10][O:11][C:12]1[CH:17]=[CH:16][C:15]([NH:18][C:19](=[O:48])[CH2:20][C:21]2[C:26]([F:27])=[CH:25][C:24]([C:28]3[CH:29]=[N:30][C:31]([O:37]CC4C=CC(OC)=CC=4)=[C:32]([O:34][CH2:35][CH3:36])[CH:33]=3)=[CH:23][C:22]=2[F:47])=[CH:14][C:13]=1[C:49]([F:52])([F:51])[F:50])C1C=CC=CC=1, predict the reaction product. The product is: [CH2:35]([O:34][C:32]1[C:31](=[O:37])[NH:30][CH:29]=[C:28]([C:24]2[CH:25]=[C:26]([F:27])[C:21]([CH2:20][C:19]([NH:18][C:15]3[CH:16]=[CH:17][C:12]([O:11][CH2:10][CH2:9][OH:8])=[C:13]([C:49]([F:50])([F:52])[F:51])[CH:14]=3)=[O:48])=[C:22]([F:47])[CH:23]=2)[CH:33]=1)[CH3:36].